From a dataset of Catalyst prediction with 721,799 reactions and 888 catalyst types from USPTO. Predict which catalyst facilitates the given reaction. (1) Reactant: [CH3:1][O:2][C:3]1[CH:4]=[C:5]([C:11](=[O:18])[CH2:12][CH2:13][CH2:14][CH2:15][CH2:16][CH3:17])[CH:6]=[C:7]([O:9][CH3:10])[CH:8]=1.[CH2:19](O)[CH2:20][OH:21].O.C1(C)C=CC(S(O)(=O)=O)=CC=1. Product: [CH3:10][O:9][C:7]1[CH:6]=[C:5]([C:11]2([CH2:12][CH2:13][CH2:14][CH2:15][CH2:16][CH3:17])[O:21][CH2:20][CH2:19][O:18]2)[CH:4]=[C:3]([O:2][CH3:1])[CH:8]=1. The catalyst class is: 11. (2) Reactant: [C:1]1([C:7]([C:14]2[CH:19]=[CH:18][CH:17]=[CH:16][CH:15]=2)=[CH:8][CH:9]=[CH:10][C:11]([OH:13])=[O:12])[CH:6]=[CH:5][CH:4]=[CH:3][CH:2]=1. Product: [C:1]1([CH:7]([C:14]2[CH:19]=[CH:18][CH:17]=[CH:16][CH:15]=2)[CH2:8][CH2:9][CH2:10][C:11]([OH:13])=[O:12])[CH:2]=[CH:3][CH:4]=[CH:5][CH:6]=1. The catalyst class is: 129. (3) Reactant: [CH3:1][O:2][C:3]1[C:8]2[N:9]=[C:10]([NH2:12])[S:11]C=2C(N)=C[CH:4]=1.C(=O)([O-])[O-].[K+].[K+].ICC.Cl.[CH3:24][C:25]1[CH:26]=[C:27]([CH:31]=[CH:32][N:33]=1)[C:28]([OH:30])=O.CN(C(ON1N=NC2C=CC=NC1=2)=[N+](C)C)C.F[P-](F)(F)(F)(F)F.[CH2:58]([N:60]([CH:64]([CH3:66])C)[CH:61]([CH3:63])[CH3:62])[CH3:59]. Product: [CH2:64]([N:60]([CH2:58][CH3:59])[C:61]1[C:62]2[S:11][C:10]([NH:12][C:28](=[O:30])[C:27]3[CH:31]=[CH:32][N:33]=[C:25]([CH3:24])[CH:26]=3)=[N:9][C:8]=2[C:3]([O:2][CH3:1])=[CH:4][CH:63]=1)[CH3:66]. The catalyst class is: 198. (4) Reactant: [CH2:1](Br)[CH:2]=[CH2:3].[CH3:5][O:6][C:7]1[CH:44]=[CH:43][C:10]([C:11]([O:26][CH2:27][C@@:28]23[CH2:41][O:40][C@@H:30]([C@H:31]([C:33]4[CH:38]=[CH:37][CH:36]=[CH:35][C:34]=4[OH:39])[O:32]2)[C@@H:29]3[OH:42])([C:20]2[CH:25]=[CH:24][CH:23]=[CH:22][CH:21]=2)[C:12]2[CH:17]=[CH:16][C:15]([O:18][CH3:19])=[CH:14][CH:13]=2)=[CH:9][CH:8]=1.C(=O)([O-])[O-].[K+].[K+]. Product: [CH2:1]([O:39][C:34]1[CH:35]=[CH:36][CH:37]=[CH:38][C:33]=1[C@@H:31]1[O:32][C@:28]2([CH2:27][O:26][C:11]([C:20]3[CH:25]=[CH:24][CH:23]=[CH:22][CH:21]=3)([C:10]3[CH:9]=[CH:8][C:7]([O:6][CH3:5])=[CH:44][CH:43]=3)[C:12]3[CH:17]=[CH:16][C:15]([O:18][CH3:19])=[CH:14][CH:13]=3)[C@@H:29]([OH:42])[C@H:30]1[O:40][CH2:41]2)[CH:2]=[CH2:3]. The catalyst class is: 21. (5) Reactant: [NH2:1][C:2]1[CH:7]=[CH:6][C:5]([CH2:8][C:9]([O:11][C:12]([CH3:15])([CH3:14])[CH3:13])=[O:10])=[CH:4][C:3]=1[CH3:16].CCN(CC)CC.[F:24][C:25]1[CH:30]=[CH:29][CH:28]=[CH:27][C:26]=1[N:31]=[C:32]=[O:33]. Product: [F:24][C:25]1[CH:30]=[CH:29][CH:28]=[CH:27][C:26]=1[NH:31][C:32](=[O:33])[NH:1][C:2]1[CH:7]=[CH:6][C:5]([CH2:8][C:9]([O:11][C:12]([CH3:13])([CH3:15])[CH3:14])=[O:10])=[CH:4][C:3]=1[CH3:16]. The catalyst class is: 1.